From a dataset of Forward reaction prediction with 1.9M reactions from USPTO patents (1976-2016). Predict the product of the given reaction. The product is: [F:9][C:5]1[CH:4]=[CH:3][C:2]([N:16]2[CH2:15][CH2:14][N:13]([C:17]([O:19][C:20]([CH3:23])([CH3:22])[CH3:21])=[O:18])[CH2:12][C@H:11]2[CH3:10])=[N:7][C:6]=1[CH3:8]. Given the reactants Br[C:2]1[N:7]=[C:6]([CH3:8])[C:5]([F:9])=[CH:4][CH:3]=1.[CH3:10][C@H:11]1[NH:16][CH2:15][CH2:14][N:13]([C:17]([O:19][C:20]([CH3:23])([CH3:22])[CH3:21])=[O:18])[CH2:12]1.CC(C)([O-])C.[Na+].C1(C)C=CC=CC=1, predict the reaction product.